Dataset: Experimental lipophilicity measurements (octanol/water distribution) for 4,200 compounds from AstraZeneca. Task: Regression/Classification. Given a drug SMILES string, predict its absorption, distribution, metabolism, or excretion properties. Task type varies by dataset: regression for continuous measurements (e.g., permeability, clearance, half-life) or binary classification for categorical outcomes (e.g., BBB penetration, CYP inhibition). For this dataset (lipophilicity_astrazeneca), we predict Y. The drug is CSc1nc(C(N)=O)c(N)s1. The Y is 1.21 logD.